Dataset: M1 muscarinic receptor antagonist screen with 61,756 compounds. Task: Binary Classification. Given a drug SMILES string, predict its activity (active/inactive) in a high-throughput screening assay against a specified biological target. The drug is O1CCN(CC1)C(=O)c1cc(NC(=O)C(CC)CC)ccc1. The result is 0 (inactive).